Task: Predict the product of the given reaction.. Dataset: Forward reaction prediction with 1.9M reactions from USPTO patents (1976-2016) (1) Given the reactants F[C:2]1[CH:9]=[CH:8][C:5]([C:6]#[N:7])=[CH:4][CH:3]=1.[OH:10][C:11]1[CH:12]=[C:13]2[C:17](=[CH:18][CH:19]=1)[CH2:16][CH2:15][CH2:14]2.C(=O)([O-])[O-].[Cs+].[Cs+].Cl, predict the reaction product. The product is: [CH2:16]1[C:17]2[C:13](=[CH:12][C:11]([O:10][C:2]3[CH:9]=[CH:8][C:5]([C:6]#[N:7])=[CH:4][CH:3]=3)=[CH:19][CH:18]=2)[CH2:14][CH2:15]1. (2) The product is: [OH:4][CH:3]([C:5]1[CH:10]=[CH:9][C:8]([C:11]2[N:15]=[C:14]([C:16]3[CH:21]=[C:20]([CH3:22])[N:19]=[C:18]([NH:23][CH:24]([CH3:26])[CH3:25])[N:17]=3)[O:13][N:12]=2)=[CH:7][CH:6]=1)[CH2:2][NH:1][S:36]([CH3:39])(=[O:38])=[O:37]. Given the reactants [NH2:1][CH2:2][CH:3]([C:5]1[CH:10]=[CH:9][C:8]([C:11]2[N:15]=[C:14]([C:16]3[CH:21]=[C:20]([CH3:22])[N:19]=[C:18]([NH:23][CH:24]([CH3:26])[CH3:25])[N:17]=3)[O:13][N:12]=2)=[CH:7][CH:6]=1)[OH:4].CCN(C(C)C)C(C)C.[S:36](Cl)([CH3:39])(=[O:38])=[O:37], predict the reaction product. (3) Given the reactants Br[C:2]1[CH:3]=[N:4][C:5]2[C:10]([CH:11]=1)=[CH:9][C:8]([S:12][C:13]1[N:17]3[N:18]=[C:19]([CH3:22])[CH:20]=[CH:21][C:16]3=[N:15][N:14]=1)=[CH:7][CH:6]=2.[CH3:23][N:24]1[CH:28]=[C:27](B2OC(C)(C)C(C)(C)O2)[CH:26]=[N:25]1.C(=O)([O-])[O-].[Na+].[Na+], predict the reaction product. The product is: [CH3:23][N:24]1[CH:28]=[C:27]([C:2]2[CH:3]=[N:4][C:5]3[C:10]([CH:11]=2)=[CH:9][C:8]([S:12][C:13]2[N:17]4[N:18]=[C:19]([CH3:22])[CH:20]=[CH:21][C:16]4=[N:15][N:14]=2)=[CH:7][CH:6]=3)[CH:26]=[N:25]1. (4) Given the reactants [Cl:1][C:2]1[N:7]=[C:6]([N:8]2[CH2:13][CH2:12][O:11][CH2:10][CH2:9]2)[CH:5]=[C:4]([F:14])[C:3]=1[O:15]COC.FC1C=C(F)C=CC=1C=O, predict the reaction product. The product is: [ClH:1].[Cl:1][C:2]1[C:3]([OH:15])=[C:4]([F:14])[CH:5]=[C:6]([N:8]2[CH2:13][CH2:12][O:11][CH2:10][CH2:9]2)[N:7]=1. (5) Given the reactants Cl[C:2]1[C:11]2[C:6](=[C:7]([CH3:14])[C:8]([O:12][CH3:13])=[CH:9][CH:10]=2)[N:5]=[C:4]([C:15]2[CH:16]=[N:17][N:18]([CH2:20][CH3:21])[CH:19]=2)[CH:3]=1.[OH-:22].[K+], predict the reaction product. The product is: [CH2:20]([N:18]1[CH:19]=[C:15]([C:4]2[CH:3]=[C:2]([OH:22])[C:11]3[C:6](=[C:7]([CH3:14])[C:8]([O:12][CH3:13])=[CH:9][CH:10]=3)[N:5]=2)[CH:16]=[N:17]1)[CH3:21]. (6) Given the reactants [NH2:1][C:2]1[C:3]([F:17])=[C:4]([CH:13]=[CH:14][C:15]=1[F:16])[O:5][CH2:6][C:7]([O:9][CH:10]([CH3:12])[CH3:11])=[O:8].[Br:18][C:19]1[CH:24]=[C:23]([CH3:25])[CH:22]=[C:21]([CH2:26]Br)[CH:20]=1.C([O-])([O-])=O.[K+].[K+], predict the reaction product. The product is: [Br:18][C:19]1[CH:20]=[C:21]([CH2:26][NH:1][C:2]2[C:3]([F:17])=[C:4]([CH:13]=[CH:14][C:15]=2[F:16])[O:5][CH2:6][C:7]([O:9][CH:10]([CH3:12])[CH3:11])=[O:8])[CH:22]=[C:23]([CH3:25])[CH:24]=1. (7) Given the reactants [C:1]([O:5][C:6]([N:8]1[CH2:17][CH2:16][C:11]2([O:15][CH2:14][CH2:13][O:12]2)[CH2:10][CH2:9]1)=[O:7])([CH3:4])([CH3:3])[CH3:2].CN(CCN(C)C)C.C([Li])(CC)C.CN([CH:34]=[O:35])C, predict the reaction product. The product is: [C:1]([O:5][C:6]([N:8]1[CH2:9][CH2:10][C:11]2([O:15][CH2:14][CH2:13][O:12]2)[CH2:16][CH:17]1[CH:34]=[O:35])=[O:7])([CH3:4])([CH3:2])[CH3:3]. (8) The product is: [CH2:1]([S:8][C:9]1[CH:10]=[CH:11][CH:12]=[CH:15][C:16]=1/[CH:21]=[CH:20]/[N+:17]([O-:19])=[O:18])[C:2]1[CH:3]=[CH:4][CH:5]=[CH:6][CH:7]=1. Given the reactants [CH2:1]([S:8][C:9]1[CH:16]=[CH:15][C:12](C=O)=[CH:11][CH:10]=1)[C:2]1[CH:7]=[CH:6][CH:5]=[CH:4][CH:3]=1.[N+:17]([CH3:20])([O-:19])=[O:18].[C:21]([O-])(=O)C.[NH4+], predict the reaction product.